Predict which catalyst facilitates the given reaction. From a dataset of Catalyst prediction with 721,799 reactions and 888 catalyst types from USPTO. (1) Reactant: [N+:1]([C:4]1[CH:5]=[CH:6][CH:7]=[C:8]2[C:12]=1[C:11](=[O:13])[N:10]([O:14][CH3:15])[CH2:9]2)([O-])=O. Product: [NH2:1][C:4]1[CH:5]=[CH:6][CH:7]=[C:8]2[C:12]=1[C:11](=[O:13])[N:10]([O:14][CH3:15])[CH2:9]2. The catalyst class is: 29. (2) Reactant: [CH:1]1([C:7]2[NH:11][N:10]=[C:9]([NH2:12])[CH:8]=2)[CH2:6][CH2:5][CH2:4][CH2:3][CH2:2]1.[Cl:13][C:14]1[N:19]=[C:18](Cl)[CH:17]=[C:16]([CH3:21])[N:15]=1.CC([O-])=O.[K+]. Product: [Cl:13][C:14]1[N:19]=[C:18]([NH:12][C:9]2[CH:8]=[C:7]([CH:1]3[CH2:2][CH2:3][CH2:4][CH2:5][CH2:6]3)[NH:11][N:10]=2)[CH:17]=[C:16]([CH3:21])[N:15]=1. The catalyst class is: 20. (3) Reactant: [C:1]1(=[O:8])[NH:7][CH2:6][CH2:5][CH2:4][CH2:3][CH2:2]1.[Cl:9][CH2:10][C:11]([OH:13])=[O:12]. Product: [Cl:9][CH2:10][C:11]([OH:13])=[O:12].[C:1]1(=[O:8])[NH:7][CH2:6][CH2:5][CH2:4][CH2:3][CH2:2]1. The catalyst class is: 48. (4) Reactant: [CH2:1]([C@@H:5]1[NH:23][C:22](=[O:24])[O:21][CH2:20][CH2:19][CH2:18][CH2:17][CH2:16][CH2:15][CH2:14][C:13]2[CH:25]=[CH:26][CH:27]=[CH:28][C:12]=2[O:11][C@H:10]2[CH2:29][N:7]([C@H:8]([C:30]([NH:32][C@:33]3([C:38]([OH:40])=O)[CH2:35][C@H:34]3[CH:36]=[CH2:37])=[O:31])[CH2:9]2)[C:6]1=[O:41])[CH2:2][CH2:3][CH3:4].C(N1C=CN=C1)(N1C=CN=C1)=O.[CH:54]1([S:57]([NH2:60])(=[O:59])=[O:58])[CH2:56][CH2:55]1.C1CCN2C(=NCCC2)CC1. Product: [CH2:1]([C@@H:5]1[NH:23][C:22](=[O:24])[O:21][CH2:20][CH2:19][CH2:18][CH2:17][CH2:16][CH2:15][CH2:14][C:13]2[CH:25]=[CH:26][CH:27]=[CH:28][C:12]=2[O:11][C@H:10]2[CH2:29][N:7]([C@H:8]([C:30]([NH:32][C@:33]3([C:38]([NH:60][S:57]([CH:54]4[CH2:56][CH2:55]4)(=[O:59])=[O:58])=[O:40])[CH2:35][C@H:34]3[CH:36]=[CH2:37])=[O:31])[CH2:9]2)[C:6]1=[O:41])[CH2:2][CH2:3][CH3:4]. The catalyst class is: 3. (5) Reactant: C(OC(=O)[NH:7][CH:8]1[C:14]2[CH:15]=[C:16]([C:27](=[O:29])[NH2:28])[C:17]([O:19][CH2:20][CH:21]3[CH2:26][CH2:25][CH2:24][CH2:23][CH2:22]3)=[CH:18][C:13]=2[CH2:12][CH2:11][CH2:10][CH2:9]1)(C)(C)C.C(O)(C(F)(F)F)=O. Product: [NH2:7][CH:8]1[C:14]2[CH:15]=[C:16]([C:27]([NH2:28])=[O:29])[C:17]([O:19][CH2:20][CH:21]3[CH2:22][CH2:23][CH2:24][CH2:25][CH2:26]3)=[CH:18][C:13]=2[CH2:12][CH2:11][CH2:10][CH2:9]1. The catalyst class is: 2.